Dataset: Reaction yield outcomes from USPTO patents with 853,638 reactions. Task: Predict the reaction yield, written as a fraction of the theoretical maximum amount of product (1.0 means a 100% yield; for example, 0.34 means a 34% yield). (1) The reactants are [Mg].II.[CH2:4]([CH:6]([CH2:9][CH2:10][CH2:11][CH3:12])[CH2:7]Br)[CH3:5].Br[C:14]1[CH:18]=[CH:17][S:16][CH:15]=1. The catalyst is C1COCC1.Cl[Ni]1(Cl)[P](C2C=CC=CC=2)(C2C=CC=CC=2)CCC[P]1(C1C=CC=CC=1)C1C=CC=CC=1. The product is [CH2:4]([CH:6]([CH2:9][CH2:10][CH2:11][CH3:12])[CH2:7][C:14]1[CH:18]=[CH:17][S:16][CH:15]=1)[CH3:5]. The yield is 0.610. (2) The reactants are C[O:2][C:3](=[O:31])[C:4]([C:7]1[CH:8]=[C:9]([C:21]2[CH:26]=[CH:25][C:24]([C:27]([F:30])([F:29])[F:28])=[CH:23][CH:22]=2)[CH:10]=[C:11]([O:13][CH2:14][C:15]2[CH:20]=[CH:19][CH:18]=[CH:17][CH:16]=2)[CH:12]=1)([CH3:6])[CH3:5].[OH-].[K+].C(O)(=O)CC(CC(O)=O)(C(O)=O)O. The catalyst is C1COCC1.CO.O. The product is [CH2:14]([O:13][C:11]1[CH:12]=[C:7]([C:4]([CH3:6])([CH3:5])[C:3]([OH:31])=[O:2])[CH:8]=[C:9]([C:21]2[CH:26]=[CH:25][C:24]([C:27]([F:29])([F:30])[F:28])=[CH:23][CH:22]=2)[CH:10]=1)[C:15]1[CH:16]=[CH:17][CH:18]=[CH:19][CH:20]=1. The yield is 0.390. (3) The reactants are [F:1][C:2]([F:19])([F:18])[O:3][C:4]1[CH:5]=[C:6]([CH:15]=[CH:16][CH:17]=1)[O:7][CH2:8][CH2:9][C:10]([O:12]CC)=[O:11].[OH-].[Li+].Cl. The catalyst is C1COCC1.O. The product is [F:1][C:2]([F:18])([F:19])[O:3][C:4]1[CH:5]=[C:6]([CH:15]=[CH:16][CH:17]=1)[O:7][CH2:8][CH2:9][C:10]([OH:12])=[O:11]. The yield is 0.991. (4) The reactants are [N+:1]([C:4]1[CH:5]=[C:6]2[C:10](=[CH:11][CH:12]=1)[N:9]([CH2:13][C:14]1[CH:19]=[CH:18][CH:17]=[CH:16][N:15]=1)[N:8]=[CH:7]2)([O-])=O. The catalyst is CO.[Pt](=O)=O. The product is [N:15]1[CH:16]=[CH:17][CH:18]=[CH:19][C:14]=1[CH2:13][N:9]1[C:10]2[C:6](=[CH:5][C:4]([NH2:1])=[CH:12][CH:11]=2)[CH:7]=[N:8]1. The yield is 0.950.